From a dataset of Forward reaction prediction with 1.9M reactions from USPTO patents (1976-2016). Predict the product of the given reaction. (1) Given the reactants [CH3:1][C:2]1([CH3:20])[C:10]2[C:5](=[CH:6][CH:7]=[C:8](OS(C(F)(F)F)(=O)=O)[CH:9]=2)[C:4](=[O:19])[CH2:3]1.[C:21]([C:23]1[CH:24]=[C:25](B(O)O)[CH:26]=[C:27]([F:29])[CH:28]=1)#[N:22], predict the reaction product. The product is: [CH3:20][C:2]1([CH3:1])[C:10]2[C:5](=[CH:6][CH:7]=[C:8]([C:25]3[CH:24]=[C:23]([CH:28]=[C:27]([F:29])[CH:26]=3)[C:21]#[N:22])[CH:9]=2)[C:4](=[O:19])[CH2:3]1. (2) Given the reactants [NH2:1][C:2]1[C:3]([C:8]([NH:10][C:11]2[CH:16]=[C:15]([NH:17][C:18](=[O:30])[C:19]3[CH:24]=[CH:23][CH:22]=[C:21]([C:25]([C:28]#[N:29])([CH3:27])[CH3:26])[CH:20]=3)[CH:14]=[CH:13][C:12]=2[CH3:31])=[O:9])=[N:4][CH:5]=[CH:6][N:7]=1.O=[CH:33][CH2:34][NH:35][C:36](=[O:42])[O:37][C:38]([CH3:41])([CH3:40])[CH3:39].[BH-](OC(C)=O)(OC(C)=O)OC(C)=O.[Na+], predict the reaction product. The product is: [C:28]([C:25]([C:21]1[CH:20]=[C:19]([CH:24]=[CH:23][CH:22]=1)[C:18]([NH:17][C:15]1[CH:14]=[CH:13][C:12]([CH3:31])=[C:11]([NH:10][C:8]([C:3]2[C:2]([NH:1][CH2:33][CH2:34][NH:35][C:36](=[O:42])[O:37][C:38]([CH3:41])([CH3:40])[CH3:39])=[N:7][CH:6]=[CH:5][N:4]=2)=[O:9])[CH:16]=1)=[O:30])([CH3:27])[CH3:26])#[N:29]. (3) The product is: [O:41]1[CH2:42][CH2:43][CH2:44][O:45][C:39]2[CH:38]=[C:37]([CH2:36][O:34][C@@H:10]3[CH2:9][NH:8][CH2:12][C@H:11]3[CH2:13][N:14]([CH:31]([CH3:32])[CH3:33])[C:15](=[O:30])[C:16]3[CH:21]=[CH:20][C:19]([O:22][CH3:23])=[C:18]([O:24][CH2:25][CH2:26][CH2:27][O:28][CH3:29])[CH:17]=3)[CH:47]=[CH:46][C:40]1=2. Given the reactants C(OC([N:8]1[CH2:12][C@@H:11]([CH2:13][N:14]([CH:31]([CH3:33])[CH3:32])[C:15](=[O:30])[C:16]2[CH:21]=[CH:20][C:19]([O:22][CH3:23])=[C:18]([O:24][CH2:25][CH2:26][CH2:27][O:28][CH3:29])[CH:17]=2)[C@H:10]([OH:34])[CH2:9]1)=O)(C)(C)C.Cl[CH2:36][C:37]1[CH:47]=[CH:46][C:40]2[O:41][CH2:42][CH2:43][CH2:44][O:45][C:39]=2[CH:38]=1.CC#N.O.CC#N, predict the reaction product.